Dataset: Forward reaction prediction with 1.9M reactions from USPTO patents (1976-2016). Task: Predict the product of the given reaction. (1) The product is: [Cl:34][C:20]1[C:21]([NH:23][C:24]2[CH:28]=[CH:27][S:26][C:25]=2[C:30]([NH:32][CH3:33])=[O:31])=[N:22][C:17]([NH:1][C:2]2[CH:15]=[CH:14][C:5]3[C:6]([CH3:13])([CH3:12])[NH:7][C:8](=[O:11])[CH2:9][CH2:10][C:4]=3[CH:3]=2)=[N:18][CH:19]=1. Given the reactants [NH2:1][C:2]1[CH:15]=[CH:14][C:5]2[C:6]([CH3:13])([CH3:12])[NH:7][C:8](=[O:11])[CH2:9][CH2:10][C:4]=2[CH:3]=1.Cl[C:17]1[N:22]=[C:21]([NH:23][C:24]2[C:28](C)=[CH:27][S:26][C:25]=2[C:30]([NH:32][CH3:33])=[O:31])[C:20]([Cl:34])=[CH:19][N:18]=1, predict the reaction product. (2) Given the reactants [N:1]1([C:7]([C:9]2[N:10]=[C:11]([C:25]([F:28])([F:27])[F:26])[N:12]3[CH2:17][CH2:16][N:15](C(OC(C)(C)C)=O)[CH2:14][C:13]=23)=[O:8])[CH2:6][CH2:5][O:4][CH2:3][CH2:2]1.[ClH:29], predict the reaction product. The product is: [ClH:29].[O:4]1[CH2:5][CH2:6][N:1]([C:7]([C:9]2[N:10]=[C:11]([C:25]([F:27])([F:28])[F:26])[N:12]3[CH2:17][CH2:16][NH:15][CH2:14][C:13]=23)=[O:8])[CH2:2][CH2:3]1. (3) The product is: [CH3:64][N:65]([CH3:72])[CH2:66][CH2:67][CH2:68][C:69]([O:71][CH2:22][CH2:21][CH:20]([O:24][CH2:25][CH2:26][CH2:27][CH2:28][CH2:29][CH2:30][CH2:31][CH2:32]/[CH:33]=[CH:34]\[CH2:35]/[CH:36]=[CH:37]\[CH2:38][CH2:39][CH2:40][CH2:41][CH3:42])[C:19]([OH:62])([CH2:43][CH2:44][CH2:45][CH2:46][CH2:47][CH2:48][CH2:49][CH2:50]/[CH:51]=[CH:52]\[CH2:53]/[CH:54]=[CH:55]\[CH2:56][CH2:57][CH2:58][CH2:59][CH3:60])[CH2:1][CH2:2][CH2:3][CH2:4][CH2:5][CH2:6][CH2:7][CH2:8]/[CH:9]=[CH:10]\[CH2:11]/[CH:12]=[CH:13]\[CH2:14][CH2:15][CH2:16][CH2:17][CH3:18])=[O:70]. Given the reactants [CH2:1]([C:19]([OH:62])([CH2:43][CH2:44][CH2:45][CH2:46][CH2:47][CH2:48][CH2:49][CH2:50][CH2:51]/[CH:52]=[CH:53]\[CH2:54]/[CH:55]=[CH:56]\[CH2:57][CH2:58][CH2:59][CH2:60]C)[CH:20]([O:24][CH2:25][CH2:26][CH2:27][CH2:28][CH2:29][CH2:30][CH2:31][CH2:32]/[CH:33]=[CH:34]\[CH2:35]/[CH:36]=[CH:37]\[CH2:38][CH2:39][CH2:40][CH2:41][CH3:42])[CH2:21][CH2:22]O)[CH2:2][CH2:3][CH2:4][CH2:5][CH2:6][CH2:7][CH2:8]/[CH:9]=[CH:10]\[CH2:11]/[CH:12]=[CH:13]\[CH2:14][CH2:15][CH2:16][CH2:17][CH3:18].Cl.[CH3:64][N:65]([CH3:72])[CH2:66][CH2:67][CH2:68][C:69]([OH:71])=[O:70].CCN=C=NCCCN(C)C.Cl.CCN(C(C)C)C(C)C, predict the reaction product. (4) Given the reactants O.[OH-].[Li+].C[O:5][C:6](=[O:37])[CH2:7][C:8]1[C:17]([CH3:18])=[C:16]([C:19]2[CH:24]=[CH:23][C:22]([S:25]([C:28]3[CH:33]=[CH:32][C:31]([Cl:34])=[CH:30][C:29]=3[Cl:35])(=[O:27])=[O:26])=[CH:21][CH:20]=2)[C:15]2[C:10](=[CH:11][CH:12]=[C:13]([F:36])[CH:14]=2)[CH:9]=1, predict the reaction product. The product is: [Cl:35][C:29]1[CH:30]=[C:31]([Cl:34])[CH:32]=[CH:33][C:28]=1[S:25]([C:22]1[CH:21]=[CH:20][C:19]([C:16]2[C:15]3[C:10](=[CH:11][CH:12]=[C:13]([F:36])[CH:14]=3)[CH:9]=[C:8]([CH2:7][C:6]([OH:37])=[O:5])[C:17]=2[CH3:18])=[CH:24][CH:23]=1)(=[O:26])=[O:27]. (5) Given the reactants [Cl:1][C:2]1[N:3]=[C:4]([CH3:12])[C:5]2[CH:10]([CH3:11])[CH2:9][NH:8][C:6]=2[N:7]=1.[O-]P([O-])([O-])=O.[K+].[K+].[K+].[C:21]([O:25][C:26](=[O:35])[CH2:27][C:28]1[CH:33]=[CH:32][C:31](I)=[CH:30][CH:29]=1)([CH3:24])([CH3:23])[CH3:22], predict the reaction product. The product is: [Cl:1][C:2]1[N:3]=[C:4]([CH3:12])[C:5]2[CH:10]([CH3:11])[CH2:9][N:8]([C:31]3[CH:32]=[CH:33][C:28]([CH2:27][C:26]([O:25][C:21]([CH3:24])([CH3:23])[CH3:22])=[O:35])=[CH:29][CH:30]=3)[C:6]=2[N:7]=1. (6) Given the reactants [F:1][C:2]([F:32])([F:31])[C:3]1[CH:8]=[CH:7][C:6]([CH:9]2[CH2:14][N:13]([C:15](OC3C=CC([N+]([O-])=O)=CC=3)=[O:16])[CH2:12][CH:11]([C:27]([O:29][CH3:30])=[O:28])[CH2:10]2)=[CH:5][CH:4]=1.[S:33]1[CH2:37][CH2:36][NH:35][CH2:34]1, predict the reaction product. The product is: [S:33]1[CH2:37][CH2:36][N:35]([C:15]([N:13]2[CH2:14][CH:9]([C:6]3[CH:7]=[CH:8][C:3]([C:2]([F:32])([F:31])[F:1])=[CH:4][CH:5]=3)[CH2:10][CH:11]([C:27]([O:29][CH3:30])=[O:28])[CH2:12]2)=[O:16])[CH2:34]1. (7) Given the reactants [CH2:1]([O:3][C:4]([N:6]1[C:15]2[C:10](=[N:11][C:12]([O:16][CH3:17])=[CH:13][CH:14]=2)[C@@H:9]([NH:18][C:19]2[C:24]([CH2:25][C:26]3[CH:31]=[C:30]([C:32]([F:35])([F:34])[F:33])[CH:29]=[C:28]([C:36]([F:39])([F:38])[F:37])[CH:27]=3)=[CH:23][C:22]([C:40]3[NH:44][N:43]=[N:42][N:41]=3)=[CH:21][N:20]=2)[CH2:8][C@H:7]1[CH2:45][CH3:46])=[O:5])[CH3:2].C(=O)([O-])[O-].[K+].[K+].Br[CH2:54][CH2:55][OH:56].O, predict the reaction product. The product is: [CH2:1]([O:3][C:4]([N:6]1[C:15]2[C:10](=[N:11][C:12]([O:16][CH3:17])=[CH:13][CH:14]=2)[C@@H:9]([NH:18][C:19]2[C:24]([CH2:25][C:26]3[CH:27]=[C:28]([C:36]([F:39])([F:38])[F:37])[CH:29]=[C:30]([C:32]([F:35])([F:33])[F:34])[CH:31]=3)=[CH:23][C:22]([C:40]3[N:41]=[N:42][N:43]([CH2:54][CH2:55][OH:56])[N:44]=3)=[CH:21][N:20]=2)[CH2:8][C@H:7]1[CH2:45][CH3:46])=[O:5])[CH3:2]. (8) Given the reactants [NH2:1][C:2]1[CH:3]=[C:4]2[C:9](=[CH:10][CH:11]=1)[N:8]=[CH:7][CH:6]=[CH:5]2.CO.I[CH2:15][CH2:16][CH2:17][O:18][C:19]1[CH:20]=[C:21]2[C:26](=[CH:27][CH:28]=1)[N:25]([CH3:29])[C:24](=[O:30])[CH:23]=[CH:22]2, predict the reaction product. The product is: [CH3:29][N:25]1[C:26]2[C:21](=[CH:20][C:19]([O:18][CH2:17][CH2:16][CH2:15][NH:1][C:2]3[CH:3]=[C:4]4[C:9](=[CH:10][CH:11]=3)[N:8]=[CH:7][CH:6]=[CH:5]4)=[CH:28][CH:27]=2)[CH:22]=[CH:23][C:24]1=[O:30]. (9) Given the reactants [OH:1][CH2:2][CH2:3][C:4]1[CH:12]=[CH:11][CH:10]=[C:9]2[C:5]=1[CH2:6][C:7](=[O:13])[NH:8]2.[CH3:14][C:15]1[C:19]([C:20]([N:22]2[CH2:27][CH2:26][N:25]([CH3:28])[CH2:24][CH2:23]2)=[O:21])=[C:18]([CH3:29])[NH:17][C:16]=1[CH:30]=O, predict the reaction product. The product is: [CH3:14][C:15]1[C:19]([C:20]([N:22]2[CH2:23][CH2:24][N:25]([CH3:28])[CH2:26][CH2:27]2)=[O:21])=[C:18]([CH3:29])[NH:17][C:16]=1[CH:30]=[C:6]1[C:5]2[C:9](=[CH:10][CH:11]=[CH:12][C:4]=2[CH2:3][CH2:2][OH:1])[NH:8][C:7]1=[O:13].